From a dataset of Reaction yield outcomes from USPTO patents with 853,638 reactions. Predict the reaction yield, written as a fraction of the theoretical maximum amount of product (1.0 means a 100% yield; for example, 0.34 means a 34% yield). The reactants are [C:1]([C:5]1[CH:9]=[C:8]([NH2:10])[N:7]([C:11]2[CH:16]=[CH:15][C:14]([CH3:17])=[CH:13][C:12]=2[CH3:18])[N:6]=1)([CH3:4])([CH3:3])[CH3:2].C([O-])([O-])=O.[K+].[K+].Cl[C:26]([O:28][C:29]1[CH:34]=[CH:33][CH:32]=[CH:31][CH:30]=1)=[O:27]. The catalyst is C(Cl)Cl. The product is [C:1]([C:5]1[CH:9]=[C:8]([NH:10][C:26](=[O:27])[O:28][C:29]2[CH:34]=[CH:33][CH:32]=[CH:31][CH:30]=2)[N:7]([C:11]2[CH:16]=[CH:15][C:14]([CH3:17])=[CH:13][C:12]=2[CH3:18])[N:6]=1)([CH3:4])([CH3:3])[CH3:2]. The yield is 0.450.